The task is: Predict the product of the given reaction.. This data is from Forward reaction prediction with 1.9M reactions from USPTO patents (1976-2016). (1) The product is: [F:18][C:4]1[CH:3]=[C:2]([B:19]2[O:23][C:22]([CH3:25])([CH3:24])[C:21]([CH3:27])([CH3:26])[O:20]2)[CH:7]=[CH:6][C:5]=1[CH:8]([NH:10][C:11](=[O:17])[O:12][C:13]([CH3:16])([CH3:15])[CH3:14])[CH3:9]. Given the reactants Br[C:2]1[CH:7]=[CH:6][C:5]([CH:8]([NH:10][C:11](=[O:17])[O:12][C:13]([CH3:16])([CH3:15])[CH3:14])[CH3:9])=[C:4]([F:18])[CH:3]=1.[B:19]1([B:19]2[O:23][C:22]([CH3:25])([CH3:24])[C:21]([CH3:27])([CH3:26])[O:20]2)[O:23][C:22]([CH3:25])([CH3:24])[C:21]([CH3:27])([CH3:26])[O:20]1, predict the reaction product. (2) Given the reactants C([N:14]1[CH2:17][CH:16]([O:18][Si:19]([C:32]([CH3:35])([CH3:34])[CH3:33])([C:26]2[CH:31]=[CH:30][CH:29]=[CH:28][CH:27]=2)[C:20]2[CH:25]=[CH:24][CH:23]=[CH:22][CH:21]=2)[CH2:15]1)(C1C=CC=CC=1)C1C=CC=CC=1.ClC(OC(Cl)=O)C, predict the reaction product. The product is: [C:32]([Si:19]([C:20]1[CH:25]=[CH:24][CH:23]=[CH:22][CH:21]=1)([C:26]1[CH:27]=[CH:28][CH:29]=[CH:30][CH:31]=1)[O:18][CH:16]1[CH2:15][NH:14][CH2:17]1)([CH3:35])([CH3:33])[CH3:34].